Predict the product of the given reaction. From a dataset of Forward reaction prediction with 1.9M reactions from USPTO patents (1976-2016). (1) Given the reactants [Cl:1][C:2]1[CH:19]=[CH:18][C:5]2[C:6]([NH:9][C:10]3[CH:15]=[CH:14][C:13]([CH2:16][CH3:17])=[CH:12][CH:11]=3)=[N:7][O:8][C:4]=2[C:3]=1[C:20](O)=[O:21].CN(C(ON1N=NC2C=CC=NC1=2)=[N+](C)C)C.F[P-](F)(F)(F)(F)F.[N:47]1[CH:52]=[C:51]([NH2:53])[CH:50]=[N:49][CH:48]=1, predict the reaction product. The product is: [Cl:1][C:2]1[CH:19]=[CH:18][C:5]2[C:6]([NH:9][C:10]3[CH:11]=[CH:12][C:13]([CH2:16][CH3:17])=[CH:14][CH:15]=3)=[N:7][O:8][C:4]=2[C:3]=1[C:20]([NH:53][C:51]1[CH:52]=[N:47][CH:48]=[N:49][CH:50]=1)=[O:21]. (2) Given the reactants [NH:1]1[C:10]2[C:5](=[CH:6][CH:7]=[CH:8][CH:9]=2)[CH2:4][CH2:3][CH2:2]1.Br[CH2:12][CH2:13][C:14]1[C:22]2[C:17](=[CH:18][CH:19]=[CH:20][CH:21]=2)[NH:16][CH:15]=1, predict the reaction product. The product is: [NH:16]1[C:17]2[C:22](=[CH:21][CH:20]=[CH:19][CH:18]=2)[C:14]([CH2:13][CH2:12][N:1]2[C:10]3[C:5](=[CH:6][CH:7]=[CH:8][CH:9]=3)[CH2:4][CH2:3][CH2:2]2)=[CH:15]1. (3) Given the reactants [CH:1]([CH:3]1[S:7][C:6]([C:8]2[NH:9][C:10]3[C:15]([CH:16]=2)=[CH:14][CH:13]=[CH:12][C:11]=3[N:17]([CH3:27])[S:18]([C:21]2[CH:26]=[CH:25][CH:24]=[CH:23][N:22]=2)(=[O:20])=[O:19])=[N:5][CH2:4]1)=[O:2].[BH4-].[Na+].[Cl-].[NH4+], predict the reaction product. The product is: [OH:2][CH2:1][CH:3]1[S:7][C:6]([C:8]2[NH:9][C:10]3[C:15]([CH:16]=2)=[CH:14][CH:13]=[CH:12][C:11]=3[N:17]([CH3:27])[S:18]([C:21]2[CH:26]=[CH:25][CH:24]=[CH:23][N:22]=2)(=[O:19])=[O:20])=[N:5][CH2:4]1.